Dataset: Reaction yield outcomes from USPTO patents with 853,638 reactions. Task: Predict the reaction yield, written as a fraction of the theoretical maximum amount of product (1.0 means a 100% yield; for example, 0.34 means a 34% yield). The reactants are [N+:1]([C:4]1[CH:5]=[C:6]2[C:10](=[CH:11][CH:12]=1)[NH:9][CH2:8][CH2:7]2)([O-:3])=[O:2].[Cl:13][CH2:14][C:15](Cl)=[O:16]. The catalyst is C(OCC)(=O)C. The product is [Cl:13][CH2:14][C:15]([N:9]1[C:10]2[C:6](=[CH:5][C:4]([N+:1]([O-:3])=[O:2])=[CH:12][CH:11]=2)[CH2:7][CH2:8]1)=[O:16]. The yield is 0.920.